From a dataset of Peptide-MHC class I binding affinity with 185,985 pairs from IEDB/IMGT. Regression. Given a peptide amino acid sequence and an MHC pseudo amino acid sequence, predict their binding affinity value. This is MHC class I binding data. (1) The peptide sequence is AMIHKTYIDV. The MHC is HLA-A02:01 with pseudo-sequence HLA-A02:01. The binding affinity (normalized) is 0.524. (2) The peptide sequence is QEILDLWVY. The MHC is H-2-Kk with pseudo-sequence H-2-Kk. The binding affinity (normalized) is 0.0907. (3) The peptide sequence is EYYFRNEVF. The MHC is HLA-A26:01 with pseudo-sequence HLA-A26:01. The binding affinity (normalized) is 0.0847. (4) The peptide sequence is WFCLLLLAA. The MHC is Patr-A0701 with pseudo-sequence Patr-A0701. The binding affinity (normalized) is 0. (5) The peptide sequence is SAEDNYLAKL. The MHC is HLA-A02:06 with pseudo-sequence HLA-A02:06. The binding affinity (normalized) is 0. (6) The peptide sequence is RLEDVFAGK. The MHC is HLA-A29:02 with pseudo-sequence HLA-A29:02. The binding affinity (normalized) is 0.260.